This data is from Reaction yield outcomes from USPTO patents with 853,638 reactions. The task is: Predict the reaction yield, written as a fraction of the theoretical maximum amount of product (1.0 means a 100% yield; for example, 0.34 means a 34% yield). (1) The reactants are B([O-])[O-].Br[C:5]1[CH:10]=[CH:9][C:8]([C@@H:11]2[C@@H:13]([C:14]3[CH:19]=[CH:18][CH:17]=[CH:16][CH:15]=3)[C@H:12]2[C:20]([O:22][CH3:23])=[O:21])=[CH:7][CH:6]=1.Br[C:25]1[N:30]=[CH:29][C:28]([CH:31]2[CH2:33][CH2:32]2)=[CH:27][N:26]=1. No catalyst specified. The product is [CH3:23][O:22][C:20]([C@@H:12]1[C@H:13]([C:14]2[CH:19]=[CH:18][CH:17]=[CH:16][CH:15]=2)[C@H:11]1[C:8]1[CH:9]=[CH:10][C:5]([C:25]2[N:30]=[CH:29][C:28]([CH:31]3[CH2:33][CH2:32]3)=[CH:27][N:26]=2)=[CH:6][CH:7]=1)=[O:21]. The yield is 0.980. (2) The reactants are [NH2:1][C:2]1[CH:3]=[CH:4][C:5]([F:18])=[C:6]([C@:8]2([CH3:17])[C@@H:14]([F:15])[CH2:13][O:12][CH2:11][C:10]([NH2:16])=[N:9]2)[CH:7]=1.[O:19]1[CH2:24][CH2:23][CH2:22][C:21](=O)[CH2:20]1. No catalyst specified. The product is [F:15][C@H:14]1[CH2:13][O:12][CH2:11][C:10]([NH2:16])=[N:9][C@@:8]1([C:6]1[CH:7]=[C:2]([NH:1][CH:21]2[CH2:22][CH2:23][CH2:24][O:19][CH2:20]2)[CH:3]=[CH:4][C:5]=1[F:18])[CH3:17]. The yield is 0.496. (3) The reactants are [O:1]1[CH:5]=[CH:4][CH:3]=[C:2]1[C:6]1[N:11]=[C:10]([NH2:12])[CH:9]=[C:8]([N:13]2[CH:17]=[CH:16][CH:15]=[N:14]2)[N:7]=1.C([Li])CCC.[C:23](=O)([O:31]C1C=CC([N+]([O-])=O)=CC=1)[O:24][CH2:25][CH:26]1[CH2:30][CH2:29][CH2:28][CH2:27]1.O. The catalyst is O1CCCC1. The product is [O:1]1[CH:5]=[CH:4][CH:3]=[C:2]1[C:6]1[N:11]=[C:10]([NH:12][C:23](=[O:31])[O:24][CH2:25][CH:26]2[CH2:30][CH2:29][CH2:28][CH2:27]2)[CH:9]=[C:8]([N:13]2[CH:17]=[CH:16][CH:15]=[N:14]2)[N:7]=1. The yield is 0.340.